From a dataset of Forward reaction prediction with 1.9M reactions from USPTO patents (1976-2016). Predict the product of the given reaction. Given the reactants [CH3:1][CH:2]([CH3:14])[C:3](=[O:13])[CH:4]=[CH:5][C:6]1[CH:11]=[CH:10][C:9]([CH3:12])=[CH:8][CH:7]=1, predict the reaction product. The product is: [CH3:1][CH:2]([CH3:14])[CH:3]([OH:13])/[CH:4]=[CH:5]/[C:6]1[CH:7]=[CH:8][C:9]([CH3:12])=[CH:10][CH:11]=1.